This data is from Forward reaction prediction with 1.9M reactions from USPTO patents (1976-2016). The task is: Predict the product of the given reaction. (1) Given the reactants Cl[C:2]1[N:7]=[CH:6][CH:5]=[CH:4][N:3]=1.[CH2:8]([CH2:10][NH2:11])[OH:9], predict the reaction product. The product is: [N:3]1[CH:4]=[CH:5][CH:6]=[N:7][C:2]=1[NH:11][CH2:10][CH2:8][OH:9]. (2) Given the reactants [CH2:1]([N:4]1[C:12](=[O:13])[C:11]2[C:6](=[CH:7][CH:8]=[C:9]([C:14]([OH:16])=O)[CH:10]=2)[C:5]1=[O:17])C=C.Cl.[F:19][C:20]([F:40])([F:39])[C:21]1[CH:26]=[CH:25][C:24]([C@@H:27]([C:29]2[C:34]([C:35]([F:38])([F:37])[F:36])=[CH:33][CH:32]=[CH:31][N:30]=2)[NH2:28])=[CH:23][CH:22]=1.CN1C(=O)C2C(=CC=C(C(O)=O)C=2)C1=O, predict the reaction product. The product is: [CH3:1][N:4]1[C:12](=[O:13])[C:11]2[C:6](=[CH:7][CH:8]=[C:9]([C:14]([NH:28][C@@H:27]([C:24]3[CH:25]=[CH:26][C:21]([C:20]([F:40])([F:19])[F:39])=[CH:22][CH:23]=3)[C:29]3[C:34]([C:35]([F:36])([F:37])[F:38])=[CH:33][CH:32]=[CH:31][N:30]=3)=[O:16])[CH:10]=2)[C:5]1=[O:17].